From a dataset of Full USPTO retrosynthesis dataset with 1.9M reactions from patents (1976-2016). Predict the reactants needed to synthesize the given product. Given the product [CH3:1][O:2][CH2:3][O:4][CH2:5][CH2:6][C:7]1[C:16]([CH3:17])=[C:15]2[C:10]([CH2:11][CH2:12][C:13](=[O:18])[NH:14]2)=[CH:9][C:8]=1[CH2:19][CH2:20][NH:14][C:13](=[O:18])[O:26][C:7]([CH3:16])([CH3:8])[CH3:6], predict the reactants needed to synthesize it. The reactants are: [CH3:1][O:2][CH2:3][O:4][CH2:5][CH2:6][C:7]1[C:16]([CH3:17])=[C:15]2[C:10]([CH2:11][CH2:12][C:13](=[O:18])[NH:14]2)=[CH:9][C:8]=1[CH2:19][CH2:20]C(OCC)=O.[OH-:26].[Na+].Cl.